Dataset: Peptide-MHC class II binding affinity with 134,281 pairs from IEDB. Task: Regression. Given a peptide amino acid sequence and an MHC pseudo amino acid sequence, predict their binding affinity value. This is MHC class II binding data. (1) The peptide sequence is IGRIAETILGYNPSA. The MHC is DRB1_1501 with pseudo-sequence DRB1_1501. The binding affinity (normalized) is 0.557. (2) The peptide sequence is EKKYFAATQYEPLAA. The MHC is HLA-DQA10501-DQB10301 with pseudo-sequence HLA-DQA10501-DQB10301. The binding affinity (normalized) is 0.217. (3) The peptide sequence is TYRENLRTALRYYN. The MHC is DRB4_0101 with pseudo-sequence DRB4_0103. The binding affinity (normalized) is 0.155. (4) The peptide sequence is RGDSRLTYQWHKEGS. The MHC is HLA-DQA10201-DQB10301 with pseudo-sequence HLA-DQA10201-DQB10301. The binding affinity (normalized) is 0.192. (5) The peptide sequence is VTDLFAAQPGLTSAV. The MHC is DRB1_1501 with pseudo-sequence DRB1_1501. The binding affinity (normalized) is 0.481. (6) The peptide sequence is AVSMTGVMRGNHYAF. The MHC is DRB1_0701 with pseudo-sequence DRB1_0701. The binding affinity (normalized) is 0.482. (7) The MHC is HLA-DPA10301-DPB10402 with pseudo-sequence HLA-DPA10301-DPB10402. The peptide sequence is AQIKYLVRMRSWPGG. The binding affinity (normalized) is 0.164.